This data is from Forward reaction prediction with 1.9M reactions from USPTO patents (1976-2016). The task is: Predict the product of the given reaction. (1) Given the reactants COC1C=C(C2C=C(N)NN=2)C=CC=1.C(N(C(C)C)CC)(C)C.Br[CH2:25][CH2:26][CH2:27][C:28]([NH:30][C:31]1[CH:35]=[C:34]([C:36]2[CH:41]=[CH:40][CH:39]=[C:38]([O:42][CH3:43])[CH:37]=2)[NH:33][N:32]=1)=[O:29].[NH:44]1[CH2:49][CH2:48][O:47][CH2:46][CH2:45]1, predict the reaction product. The product is: [CH3:43][O:42][C:38]1[CH:37]=[C:36]([C:34]2[NH:33][N:32]=[C:31]([NH:30][C:28](=[O:29])[CH2:27][CH2:26][CH2:25][N:44]3[CH2:49][CH2:48][O:47][CH2:46][CH2:45]3)[CH:35]=2)[CH:41]=[CH:40][CH:39]=1. (2) Given the reactants [CH2:1]([O:8][C:9]1[N:14]=[C:13]([O:15][CH2:16][C:17]2[CH:22]=[CH:21][CH:20]=[CH:19][CH:18]=2)[C:12]([CH:23]([CH3:25])[CH3:24])=[C:11](Cl)[N:10]=1)[C:2]1[CH:7]=[CH:6][CH:5]=[CH:4][CH:3]=1.[C:27]([CH2:29][C:30]1[CH:31]=[C:32]([CH:35]=[C:36]([CH3:38])[CH:37]=1)[C:33]#[N:34])#[N:28], predict the reaction product. The product is: [CH2:1]([O:8][C:9]1[N:10]=[C:11]([CH:29]([C:27]#[N:28])[C:30]2[CH:31]=[C:32]([CH:35]=[C:36]([CH3:38])[CH:37]=2)[C:33]#[N:34])[C:12]([CH:23]([CH3:25])[CH3:24])=[C:13]([O:15][CH2:16][C:17]2[CH:22]=[CH:21][CH:20]=[CH:19][CH:18]=2)[N:14]=1)[C:2]1[CH:7]=[CH:6][CH:5]=[CH:4][CH:3]=1. (3) The product is: [F:22][C:19]1[CH:20]=[CH:21][C:16]([CH2:15][CH2:14][N:8]2[CH2:9][CH2:10][C@@H:11]([CH3:12])[C@H:6]([CH2:4][OH:3])[CH2:7]2)=[CH:17][CH:18]=1. Given the reactants C([O:3][C:4]([CH:6]1[CH:11]([CH3:12])[CH2:10][C:9](=O)[N:8]([CH2:14][CH2:15][C:16]2[CH:21]=[CH:20][C:19]([F:22])=[CH:18][CH:17]=2)[C:7]1=O)=O)C.[H-].[Al+3].[Li+].[H-].[H-].[H-], predict the reaction product. (4) Given the reactants [CH3:1][C:2]1[N:7]=[C:6]([C:8]#N)[CH:5]=[C:4]([O:10][C:11]2[CH:12]=[N:13][CH:14]=[N:15][CH:16]=2)[CH:3]=1.[OH-:17].[Na+].Cl.[O:20]1CCOCC1, predict the reaction product. The product is: [CH3:1][C:2]1[N:7]=[C:6]([C:8]([OH:20])=[O:17])[CH:5]=[C:4]([O:10][C:11]2[CH:12]=[N:13][CH:14]=[N:15][CH:16]=2)[CH:3]=1. (5) The product is: [CH2:16]([C:9]1([CH3:15])[C:8]2[C:12](=[CH:13][C:5]([C:3]([OH:4])=[O:2])=[CH:6][CH:7]=2)[NH:11][C:10]1=[O:14])[C:17]1[CH:22]=[CH:21][CH:20]=[CH:19][CH:18]=1. Given the reactants C[O:2][C:3]([C:5]1[CH:13]=[C:12]2[C:8]([C:9]([CH2:16][C:17]3[CH:22]=[CH:21][CH:20]=[CH:19][CH:18]=3)([CH3:15])[C:10](=[O:14])[NH:11]2)=[CH:7][CH:6]=1)=[O:4].[OH-].[Na+].C(O)C.O, predict the reaction product.